This data is from Catalyst prediction with 721,799 reactions and 888 catalyst types from USPTO. The task is: Predict which catalyst facilitates the given reaction. The catalyst class is: 19. Reactant: [N+:1]([C:4]1[CH:9]=[CH:8][C:7]([C:10]2[C:14]3=[N:15][CH:16]=[CH:17][CH:18]=[C:13]3[NH:12][C:11]=2[C:19]([NH2:21])=[O:20])=[CH:6][CH:5]=1)([O-])=O.[H][H]. Product: [NH2:1][C:4]1[CH:5]=[CH:6][C:7]([C:10]2[C:14]3=[N:15][CH:16]=[CH:17][CH:18]=[C:13]3[NH:12][C:11]=2[C:19]([NH2:21])=[O:20])=[CH:8][CH:9]=1.